From a dataset of Reaction yield outcomes from USPTO patents with 853,638 reactions. Predict the reaction yield, written as a fraction of the theoretical maximum amount of product (1.0 means a 100% yield; for example, 0.34 means a 34% yield). (1) The reactants are [CH3:1][C:2]1[NH:6][CH:5]=[N:4][C:3]=1[C:7]([C:9]1[CH:18]=[C:17]2[C:12]([CH:13]=[CH:14][CH:15]=[N:16]2)=[CH:11][CH:10]=1)=O.[OH-].[K+].O.NN.Cl. The catalyst is C(O)CO. The product is [CH3:1][C:2]1[NH:6][CH:5]=[N:4][C:3]=1[CH2:7][C:9]1[CH:18]=[C:17]2[C:12]([CH:13]=[CH:14][CH:15]=[N:16]2)=[CH:11][CH:10]=1. The yield is 0.650. (2) The reactants are BrCCCCCCOC1C=CC(C2C=CC(C#N)=CC=2)=CC=1.O[C:24]1[CH:25]=[C:26]([C:35]([O:37][CH2:38][CH3:39])=[O:36])[CH:27]=[C:28]([CH:34]=1)[C:29]([O:31][CH2:32][CH3:33])=[O:30].CC(C)=O. The catalyst is O. The product is [C:29]([O:31][CH2:32][CH3:33])(=[O:30])[C:28]1[CH:34]=[CH:24][CH:25]=[C:26]([C:35]([O:37][CH2:38][CH3:39])=[O:36])[CH:27]=1. The yield is 0.900. (3) The reactants are [Cl:1][C:2]1[N:7]=[CH:6][C:5]([CH2:8][NH:9][C:10](=O)[C:11]2[CH:16]=[CH:15][C:14](/[CH:17]=[CH:18]/[CH:19]([C:24]3[CH:29]=[C:28]([Cl:30])[CH:27]=[C:26]([Cl:31])[CH:25]=3)[C:20]([F:23])([F:22])[F:21])=[CH:13][C:12]=2[CH3:32])=[CH:4][CH:3]=1.COC1C=CC(P2(SP(C3C=CC(OC)=CC=3)(=S)S2)=[S:43])=CC=1. The catalyst is C1(C)C=CC=CC=1. The product is [Cl:1][C:2]1[N:7]=[CH:6][C:5]([CH2:8][NH:9][C:10](=[S:43])[C:11]2[CH:16]=[CH:15][C:14](/[CH:17]=[CH:18]/[CH:19]([C:24]3[CH:29]=[C:28]([Cl:30])[CH:27]=[C:26]([Cl:31])[CH:25]=3)[C:20]([F:23])([F:22])[F:21])=[CH:13][C:12]=2[CH3:32])=[CH:4][CH:3]=1. The yield is 0.490. (4) The reactants are [C:1]([SiH2:5][O:6][C:7]([CH3:19])([CH3:18])[C:8]1[CH:9]=[C:10]([CH2:15][CH2:16][OH:17])[CH:11]=[CH:12][C:13]=1[Cl:14])([CH3:4])([CH3:3])[CH3:2].CCN(CC)CC.[CH3:27][S:28](Cl)(=[O:30])=[O:29]. The catalyst is C(Cl)Cl. The product is [C:1]([SiH2:5][O:6][C:7]([CH3:19])([CH3:18])[C:8]1[CH:9]=[C:10]([CH2:15][CH2:16][O:17][S:28]([CH3:27])(=[O:30])=[O:29])[CH:11]=[CH:12][C:13]=1[Cl:14])([CH3:4])([CH3:3])[CH3:2]. The yield is 1.00. (5) The reactants are Cl.Cl.[NH2:3][CH2:4][C@@:5]1([OH:13])[CH:10]2[CH2:11][CH2:12][N:7]([CH2:8][CH2:9]2)[CH2:6]1.[C:14]([O-])([O-])=[O:15].[Cs+].[Cs+].[N:20]([C:23]1[CH:28]=[C:27](C2C=CC=C(OC)C=2)[N:26]=[CH:25][N:24]=1)=[C:21]=S.C(N=C=NC(C)C)(C)C. The catalyst is CN(C)C=O. The product is [CH3:14][O:15][C:27]1[N:26]=[CH:25][N:24]=[C:23]([NH:20][C:21]2[O:13][C@:5]3([CH2:4][N:3]=2)[CH:10]2[CH2:9][CH2:8][N:7]([CH2:12][CH2:11]2)[CH2:6]3)[CH:28]=1. The yield is 0.500. (6) The yield is 0.760. The catalyst is CN(C=O)C.CCOC(C)=O. The reactants are [CH3:1][O:2][C:3]1[CH:8]=[CH:7][C:6]([C:9]([C:11]2[S:19][C:14]3[NH:15][C:16]([CH3:18])=[CH:17][C:13]=3[CH:12]=2)=[O:10])=[CH:5][CH:4]=1.Cl.Cl[CH2:22][CH2:23][N:24]1[CH2:29][CH2:28][O:27][CH2:26][CH2:25]1.C(=O)([O-])[O-].[K+].[K+]. The product is [CH3:1][O:2][C:3]1[CH:8]=[CH:7][C:6]([C:9]([C:11]2[S:19][C:14]3[N:15]([CH2:22][CH2:23][N:24]4[CH2:29][CH2:28][O:27][CH2:26][CH2:25]4)[C:16]([CH3:18])=[CH:17][C:13]=3[CH:12]=2)=[O:10])=[CH:5][CH:4]=1. (7) The reactants are Br[C:2]1[C:3](=[O:17])[N:4]([CH3:16])[C:5]([NH:8][C:9]2[CH:14]=[CH:13][C:12]([F:15])=[CH:11][CH:10]=2)=[N:6][CH:7]=1.[CH2:18]([O:25][C:26]1[CH:31]=[CH:30][C:29](B(O)O)=[CH:28][C:27]=1[F:35])[C:19]1[CH:24]=[CH:23][CH:22]=[CH:21][CH:20]=1.[Cl-].[Li+]. The catalyst is O1CCOCC1.C([O-])([O-])=O.[Na+].[Na+].C1C=CC([P]([Pd]([P](C2C=CC=CC=2)(C2C=CC=CC=2)C2C=CC=CC=2)([P](C2C=CC=CC=2)(C2C=CC=CC=2)C2C=CC=CC=2)[P](C2C=CC=CC=2)(C2C=CC=CC=2)C2C=CC=CC=2)(C2C=CC=CC=2)C2C=CC=CC=2)=CC=1. The product is [CH2:18]([O:25][C:26]1[CH:31]=[CH:30][C:29]([C:2]2[C:3](=[O:17])[N:4]([CH3:16])[C:5]([NH:8][C:9]3[CH:14]=[CH:13][C:12]([F:15])=[CH:11][CH:10]=3)=[N:6][CH:7]=2)=[CH:28][C:27]=1[F:35])[C:19]1[CH:20]=[CH:21][CH:22]=[CH:23][CH:24]=1. The yield is 0.760. (8) The reactants are [F:1][C:2]([F:55])([CH2:48][CH2:49][CH2:50][CH2:51][CH2:52][CH2:53][CH3:54])[CH2:3][CH2:4][CH2:5][CH2:6][CH2:7][CH2:8]/[CH:9]=[CH:10]/[C@H:11]([C:25](N1[C@@H](C(C)C)C(C2C=CC=CC=2)(C2C=CC=CC=2)SC1=O)=[O:26])[C@@:12]([OH:24])([CH2:20][CH2:21][O:22][CH3:23])[C:13]([O:15][C:16]([CH3:19])([CH3:18])[CH3:17])=[O:14].[NH2:56][C@@H:57]([CH2:62][C:63]1[CH:68]=[CH:67][C:66]([O:69][CH2:70][CH2:71][CH2:72][CH3:73])=[CH:65][CH:64]=1)[C:58]([O:60][CH3:61])=[O:59]. The catalyst is ClCCl. The product is [CH2:70]([O:69][C:66]1[CH:65]=[CH:64][C:63]([CH2:62][C@H:57]([NH:56][C:25]([C@@H:11](/[CH:10]=[CH:9]/[CH2:8][CH2:7][CH2:6][CH2:5][CH2:4][CH2:3][C:2]([F:1])([F:55])[CH2:48][CH2:49][CH2:50][CH2:51][CH2:52][CH2:53][CH3:54])[C@@:12]([OH:24])([CH2:20][CH2:21][O:22][CH3:23])[C:13]([O:15][C:16]([CH3:19])([CH3:18])[CH3:17])=[O:14])=[O:26])[C:58]([O:60][CH3:61])=[O:59])=[CH:68][CH:67]=1)[CH2:71][CH2:72][CH3:73]. The yield is 0.870.